Predict the reactants needed to synthesize the given product. From a dataset of Full USPTO retrosynthesis dataset with 1.9M reactions from patents (1976-2016). Given the product [C:21]([O:25][C:26]([N:28]1[CH2:32][CH2:31][CH:30]([C:33](=[O:34])[NH:1][CH2:2][C:3]2[C:12](=[O:13])[C:11]3[C:6](=[CH:7][C:8]([Cl:14])=[CH:9][CH:10]=3)[N:5]([C:15]3[CH:16]=[CH:17][CH:18]=[CH:19][CH:20]=3)[CH:4]=2)[CH2:29]1)=[O:27])([CH3:24])([CH3:23])[CH3:22], predict the reactants needed to synthesize it. The reactants are: [NH2:1][CH2:2][C:3]1[C:12](=[O:13])[C:11]2[C:6](=[CH:7][C:8]([Cl:14])=[CH:9][CH:10]=2)[N:5]([C:15]2[CH:20]=[CH:19][CH:18]=[CH:17][CH:16]=2)[CH:4]=1.[C:21]([O:25][C:26]([N:28]1[CH2:32][CH2:31][CH:30]([C:33](O)=[O:34])[CH2:29]1)=[O:27])([CH3:24])([CH3:23])[CH3:22].